This data is from Full USPTO retrosynthesis dataset with 1.9M reactions from patents (1976-2016). The task is: Predict the reactants needed to synthesize the given product. (1) Given the product [CH3:1][S:2]([N:5]1[CH2:14][CH2:13][C:12]2[C:7](=[CH:8][CH:9]=[C:10]([C:15]([OH:17])=[O:16])[CH:11]=2)[CH2:6]1)(=[O:4])=[O:3], predict the reactants needed to synthesize it. The reactants are: [CH3:1][S:2]([N:5]1[CH2:14][CH2:13][C:12]2[C:7](=[CH:8][CH:9]=[C:10]([C:15]([O:17]C)=[O:16])[CH:11]=2)[CH2:6]1)(=[O:4])=[O:3].[OH-].[Na+].Cl. (2) The reactants are: Cl.[S:2]1[CH:6]=[CH:5][C:4]([C:7]2[S:15][C:14]3[C:13]([NH:16][NH2:17])=[N:12][CH:11]=[N:10][C:9]=3[CH:8]=2)=[CH:3]1.[N:18]1[CH:23]=[CH:22][CH:21]=[C:20]([CH:24]=O)[CH:19]=1. Given the product [S:2]1[CH:6]=[CH:5][C:4]([C:7]2[S:15][C:14]3[C:13]([NH:16][N:17]=[CH:24][C:20]4[CH:19]=[N:18][CH:23]=[CH:22][CH:21]=4)=[N:12][CH:11]=[N:10][C:9]=3[CH:8]=2)=[CH:3]1, predict the reactants needed to synthesize it. (3) Given the product [C:15]([O:8][C:7]1[C:9]([O:10][CH3:11])=[CH:12][C:2]([C:1]([OH:14])=[O:13])=[CH:3][C:4]=1[O:5][CH3:6])(=[O:17])[CH3:16], predict the reactants needed to synthesize it. The reactants are: [C:1]([OH:14])(=[O:13])[C:2]1[CH:12]=[C:9]([O:10][CH3:11])[C:7]([OH:8])=[C:4]([O:5][CH3:6])[CH:3]=1.[C:15](OC(=O)C)(=[O:17])[CH3:16]. (4) Given the product [CH3:13][C@H:14]1[CH2:18][O:17][C:16](=[O:19])[N:15]1[CH2:2][C:3]1[CH:12]=[CH:11][C:6]([C:7]([O:9][CH3:10])=[O:8])=[CH:5][CH:4]=1, predict the reactants needed to synthesize it. The reactants are: Br[CH2:2][C:3]1[CH:12]=[CH:11][C:6]([C:7]([O:9][CH3:10])=[O:8])=[CH:5][CH:4]=1.[CH3:13][C@H:14]1[CH2:18][O:17][C:16](=[O:19])[NH:15]1. (5) The reactants are: [NH:1]1[CH2:5][CH2:4][CH:3]([N:6]2[CH2:11][CH2:10][S:9][C:8]3[CH:12]=[C:13]([NH:16][C:17]([C:19]4[S:20][CH:21]=[CH:22][CH:23]=4)=[NH:18])[CH:14]=[CH:15][C:7]2=3)[CH2:2]1.[ClH:24].CCOCC. Given the product [ClH:24].[ClH:24].[NH:1]1[CH2:5][CH2:4][CH:3]([N:6]2[CH2:11][CH2:10][S:9][C:8]3[CH:12]=[C:13]([NH:16][C:17]([C:19]4[S:20][CH:21]=[CH:22][CH:23]=4)=[NH:18])[CH:14]=[CH:15][C:7]2=3)[CH2:2]1, predict the reactants needed to synthesize it. (6) Given the product [CH2:11]([C:10]1[C:3]2[C:2]([NH:14][C:15]3[CH:19]=[C:18]([C:20]([CH3:23])([CH3:21])[CH3:22])[Se:17][C:16]=3[C:24]([NH2:26])=[O:25])=[N:7][CH:6]=[N:5][C:4]=2[Se:8][C:9]=1[CH3:13])[CH3:12], predict the reactants needed to synthesize it. The reactants are: Cl[C:2]1[C:3]2[C:10]([CH2:11][CH3:12])=[C:9]([CH3:13])[Se:8][C:4]=2[N:5]=[CH:6][N:7]=1.[NH2:14][C:15]1[CH:19]=[C:18]([C:20]([CH3:23])([CH3:22])[CH3:21])[Se:17][C:16]=1[C:24]([NH2:26])=[O:25].CN(C=O)C.[OH-].[Na+].